The task is: Predict which catalyst facilitates the given reaction.. This data is from Catalyst prediction with 721,799 reactions and 888 catalyst types from USPTO. (1) Reactant: [C:1]([O:4][C:5]1[CH:10]=[CH:9][C:8]([O:11]CC2C=CC=CC=2)=[C:7]([C:19]([CH3:22])([CH3:21])[CH3:20])[C:6]=1[F:23])(=[O:3])[CH3:2]. Product: [C:1]([O:4][C:5]1[CH:10]=[CH:9][C:8]([OH:11])=[C:7]([C:19]([CH3:22])([CH3:21])[CH3:20])[C:6]=1[F:23])(=[O:3])[CH3:2]. The catalyst class is: 153. (2) Reactant: [H-].[Na+].[Cl:3][C:4]1[CH:9]=[CH:8][C:7]([OH:10])=[CH:6][CH:5]=1.[H][H].[CH2:13]([O:15][CH:16]([O:19][CH2:20][CH3:21])[CH2:17]Br)[CH3:14]. Product: [Cl:3][C:4]1[CH:9]=[CH:8][C:7]([O:10][CH2:17][CH:16]([O:19][CH2:20][CH3:21])[O:15][CH2:13][CH3:14])=[CH:6][CH:5]=1. The catalyst class is: 9.